Dataset: Antibody developability classification from SAbDab with 2,409 antibodies. Task: Regression/Classification. Given an antibody's heavy chain and light chain sequences, predict its developability. TAP uses regression for 5 developability metrics; SAbDab uses binary classification. (1) The antibody is ['DVQLQESGPGLVKPSQSLSLTCTVTGYLITTDYAWNWIRQFPGNKLEWMGYISYSGFTSYNPSLKSQISITRDTSKNQFFLQLNSVTTEDTATYYCAFGNYLPAYWGQGTLVTVSA', 'DVVMTQTPLSLSVTLGQPASISCKSSQSLLDSDGKTYLNWLLQRPGQSPKRLIYLVSKLASGVPDRFTGSGSGTDFTLKINRVEAEDLGIYYCWQGTHFPWTFGGGTKLEIK']. Result: 0 (not developable). (2) The antibody is ['EVQLVESGGEVKQPGQSLKISCKSSGYNFLDSWIGWVRQIPGKGLEWIGIIYPDDSDAHYSPSFEGQVTMSVDKSISTAYLQWTTLQASDTGKYFCTRLYLFEGAQSSNAFDLWGQGTMILVSS', 'SYDLTQPPSVSVSPGQTASISCSGDKLDDKYVSWYYQRPGQSPVLLMYQDFKRPSGIPERLSGSKSGKTATLTISGTQSLDEGDYYCQAWDASTGVSGGGTKLTVL']. Result: 0 (not developable). (3) The antibody is ['QVQLVQSGAEVKKPGSSVMVSCQASGGPLRNYIINWLRQAPGQGPEWMGGIIPVLGTVHYAPKFQGRVTITADESTDTAYIHLISLRSEDTAMYYCATETALVVSTTYLPHYFDNWGQGTLVTVSS', 'DIQMTQSPSSLSAAVGDRVTITCQASQDIVNYLNWYQQKPGKAPKLLIYVASNLETGVPSRFSGSGSGTDFSLTISSLQPEDVATYYCQQYDNLPLTFGGGTKVEIK']. Result: 0 (not developable). (4) The antibody is ['QVQLVQSGPEVKKPGASVKVSCKTSGFNFNTYAITWVRQAPGQGLEYMGWFNVYDGKTSYAWDFKDRVIMTADKSTTTAYMTLRNLRSDDTAVYYCARDSWERFFEHWGKGTLVTVSS', 'ETTLTQSPGTLSLSPGERATLSCRASQTVSGSYLAWYQQKPGQAPRLLIYGASTRATGIPDRFSGSGSGTDFTLTISRLEPEDFAVYYCQQYGNSPPNTFGQGTRLEIK']. Result: 0 (not developable).